This data is from Ames mutagenicity test results for genotoxicity prediction. The task is: Regression/Classification. Given a drug SMILES string, predict its toxicity properties. Task type varies by dataset: regression for continuous values (e.g., LD50, hERG inhibition percentage) or binary classification for toxic/non-toxic outcomes (e.g., AMES mutagenicity, cardiotoxicity, hepatotoxicity). Dataset: ames. (1) The drug is CC(=O)OCc1cc(C(C)=O)ccc1OC(C)=O. The result is 1 (mutagenic). (2) The molecule is Oc1c(I)cc(Cl)c2cccnc12. The result is 0 (non-mutagenic). (3) The molecule is C=C1C[C@]23C[C@@]1(O)CC[C@@H]2[C@@]12C=C[C@H](O)[C@@](C)(C(=O)O1)[C@H]2[C@@H]3C(=O)O. The result is 0 (non-mutagenic). (4) The molecule is CNC(=O)Oc1ccc(-c2ccccc2)cc1. The result is 1 (mutagenic). (5) The drug is CCCCCCC1CO1. The result is 0 (non-mutagenic). (6) The molecule is Oc1ccc2cc3ccc4cccc5ccc(c2c1)c3c45. The result is 1 (mutagenic).